Dataset: Catalyst prediction with 721,799 reactions and 888 catalyst types from USPTO. Task: Predict which catalyst facilitates the given reaction. (1) Reactant: [CH3:1][C:2]1[O:3][C:4]([CH3:14])=[C:5]([CH:7]([OH:13])[CH2:8][CH2:9][CH:10]([CH3:12])[CH3:11])[N:6]=1. Product: [CH3:1][C:2]1[O:3][C:4]([CH3:14])=[C:5]([C:7](=[O:13])[CH2:8][CH2:9][CH:10]([CH3:11])[CH3:12])[N:6]=1. The catalyst class is: 177. (2) Reactant: [CH3:1][CH:2]([C:4]1[CH:9]=[CH:8][C:7]([C:10]([CH3:12])=[O:11])=[CH:6][CH:5]=1)[CH3:3].[Br:13]Br. Product: [Br:13][CH2:12][C:10]([C:7]1[CH:6]=[CH:5][C:4]([CH:2]([CH3:1])[CH3:3])=[CH:9][CH:8]=1)=[O:11]. The catalyst class is: 13.